The task is: Regression. Given two drug SMILES strings and cell line genomic features, predict the synergy score measuring deviation from expected non-interaction effect.. This data is from NCI-60 drug combinations with 297,098 pairs across 59 cell lines. (1) Drug 1: C(=O)(N)NO. Drug 2: CN(C(=O)NC(C=O)C(C(C(CO)O)O)O)N=O. Cell line: HCT-15. Synergy scores: CSS=1.75, Synergy_ZIP=1.89, Synergy_Bliss=-0.492, Synergy_Loewe=0.685, Synergy_HSA=-3.37. (2) Drug 1: CC1CCC2CC(C(=CC=CC=CC(CC(C(=O)C(C(C(=CC(C(=O)CC(OC(=O)C3CCCCN3C(=O)C(=O)C1(O2)O)C(C)CC4CCC(C(C4)OC)OCCO)C)C)O)OC)C)C)C)OC. Drug 2: CC1C(C(CC(O1)OC2CC(CC3=C2C(=C4C(=C3O)C(=O)C5=C(C4=O)C(=CC=C5)OC)O)(C(=O)CO)O)N)O.Cl. Cell line: DU-145. Synergy scores: CSS=51.7, Synergy_ZIP=-2.23, Synergy_Bliss=0.469, Synergy_Loewe=2.25, Synergy_HSA=4.87. (3) Drug 1: C1CCN(CC1)CCOC2=CC=C(C=C2)C(=O)C3=C(SC4=C3C=CC(=C4)O)C5=CC=C(C=C5)O. Drug 2: C1C(C(OC1N2C=NC(=NC2=O)N)CO)O. Cell line: SK-MEL-5. Synergy scores: CSS=1.16, Synergy_ZIP=1.95, Synergy_Bliss=0.204, Synergy_Loewe=-14.2, Synergy_HSA=-8.07. (4) Drug 1: CC1=C2C(C(=O)C3(C(CC4C(C3C(C(C2(C)C)(CC1OC(=O)C(C(C5=CC=CC=C5)NC(=O)OC(C)(C)C)O)O)OC(=O)C6=CC=CC=C6)(CO4)OC(=O)C)OC)C)OC. Drug 2: COCCOC1=C(C=C2C(=C1)C(=NC=N2)NC3=CC=CC(=C3)C#C)OCCOC.Cl. Cell line: NCI/ADR-RES. Synergy scores: CSS=16.6, Synergy_ZIP=3.69, Synergy_Bliss=9.14, Synergy_Loewe=10.3, Synergy_HSA=10.3.